Dataset: TCR-epitope binding with 47,182 pairs between 192 epitopes and 23,139 TCRs. Task: Binary Classification. Given a T-cell receptor sequence (or CDR3 region) and an epitope sequence, predict whether binding occurs between them. (1) The epitope is RLYYDSMSY. Result: 0 (the TCR does not bind to the epitope). The TCR CDR3 sequence is CASSYGTIYEQYF. (2) The epitope is IIKDYGKQM. The TCR CDR3 sequence is CASSGMGVSEQYF. Result: 0 (the TCR does not bind to the epitope). (3) The epitope is TPGPGVRYPL. The TCR CDR3 sequence is CASSHNLGREREQYF. Result: 0 (the TCR does not bind to the epitope). (4) The epitope is PROT_97E67BCC. Result: 1 (the TCR binds to the epitope). The TCR CDR3 sequence is CASIPRTSGGLQFF. (5) The epitope is FLPRVFSAV. The TCR CDR3 sequence is CASSRTGGAEEKLFF. Result: 1 (the TCR binds to the epitope). (6) Result: 1 (the TCR binds to the epitope). The epitope is LLQTGIHVRVSQPSL. The TCR CDR3 sequence is CSALGPDTQYF. (7) The epitope is KRWIILGLNK. The TCR CDR3 sequence is CATSDVNGAYEQYF. Result: 1 (the TCR binds to the epitope). (8) The epitope is EEHVQIHTI. The TCR CDR3 sequence is CASSFAGEQYF. Result: 1 (the TCR binds to the epitope).